Dataset: NCI-60 drug combinations with 297,098 pairs across 59 cell lines. Task: Regression. Given two drug SMILES strings and cell line genomic features, predict the synergy score measuring deviation from expected non-interaction effect. (1) Drug 1: C1=CC(=CC=C1CCCC(=O)O)N(CCCl)CCCl. Drug 2: COCCOC1=C(C=C2C(=C1)C(=NC=N2)NC3=CC=CC(=C3)C#C)OCCOC.Cl. Cell line: 786-0. Synergy scores: CSS=45.4, Synergy_ZIP=-3.92, Synergy_Bliss=-7.60, Synergy_Loewe=-4.76, Synergy_HSA=-5.54. (2) Drug 1: CCCS(=O)(=O)NC1=C(C(=C(C=C1)F)C(=O)C2=CNC3=C2C=C(C=N3)C4=CC=C(C=C4)Cl)F. Drug 2: C1CNP(=O)(OC1)N(CCCl)CCCl. Cell line: HCC-2998. Synergy scores: CSS=-18.6, Synergy_ZIP=5.73, Synergy_Bliss=-9.95, Synergy_Loewe=-21.8, Synergy_HSA=-21.7. (3) Drug 1: CC1=C(C=C(C=C1)NC2=NC=CC(=N2)N(C)C3=CC4=NN(C(=C4C=C3)C)C)S(=O)(=O)N.Cl. Drug 2: CN(CC1=CN=C2C(=N1)C(=NC(=N2)N)N)C3=CC=C(C=C3)C(=O)NC(CCC(=O)O)C(=O)O. Cell line: A498. Synergy scores: CSS=14.8, Synergy_ZIP=-3.21, Synergy_Bliss=-1.98, Synergy_Loewe=-34.3, Synergy_HSA=-4.62. (4) Drug 1: C1=NC2=C(N1)C(=S)N=C(N2)N. Drug 2: CC12CCC3C(C1CCC2OP(=O)(O)O)CCC4=C3C=CC(=C4)OC(=O)N(CCCl)CCCl.[Na+]. Cell line: NCI/ADR-RES. Synergy scores: CSS=35.8, Synergy_ZIP=6.45, Synergy_Bliss=1.72, Synergy_Loewe=-25.6, Synergy_HSA=1.80. (5) Drug 1: CC1C(C(=O)NC(C(=O)N2CCCC2C(=O)N(CC(=O)N(C(C(=O)O1)C(C)C)C)C)C(C)C)NC(=O)C3=C4C(=C(C=C3)C)OC5=C(C(=O)C(=C(C5=N4)C(=O)NC6C(OC(=O)C(N(C(=O)CN(C(=O)C7CCCN7C(=O)C(NC6=O)C(C)C)C)C)C(C)C)C)N)C. Drug 2: C1CN(P(=O)(OC1)NCCCl)CCCl. Cell line: HL-60(TB). Synergy scores: CSS=28.3, Synergy_ZIP=-7.64, Synergy_Bliss=-0.0582, Synergy_Loewe=-2.87, Synergy_HSA=-2.89. (6) Drug 1: CC(C1=C(C=CC(=C1Cl)F)Cl)OC2=C(N=CC(=C2)C3=CN(N=C3)C4CCNCC4)N. Drug 2: CCN(CC)CCNC(=O)C1=C(NC(=C1C)C=C2C3=C(C=CC(=C3)F)NC2=O)C. Cell line: OVCAR-5. Synergy scores: CSS=4.20, Synergy_ZIP=0.235, Synergy_Bliss=3.77, Synergy_Loewe=-3.82, Synergy_HSA=0.0212. (7) Drug 1: CC(C1=C(C=CC(=C1Cl)F)Cl)OC2=C(N=CC(=C2)C3=CN(N=C3)C4CCNCC4)N. Drug 2: CC1=C(C(CCC1)(C)C)C=CC(=CC=CC(=CC(=O)O)C)C. Cell line: IGROV1. Synergy scores: CSS=8.42, Synergy_ZIP=-2.43, Synergy_Bliss=-0.366, Synergy_Loewe=-0.220, Synergy_HSA=-0.196. (8) Drug 1: C1=CC(=C2C(=C1NCCNCCO)C(=O)C3=C(C=CC(=C3C2=O)O)O)NCCNCCO. Drug 2: CC1=CC=C(C=C1)C2=CC(=NN2C3=CC=C(C=C3)S(=O)(=O)N)C(F)(F)F. Cell line: NCI-H322M. Synergy scores: CSS=27.3, Synergy_ZIP=-1.39, Synergy_Bliss=4.48, Synergy_Loewe=-34.8, Synergy_HSA=7.39. (9) Drug 1: C1CN(P(=O)(OC1)NCCCl)CCCl. Drug 2: C(CN)CNCCSP(=O)(O)O. Cell line: CAKI-1. Synergy scores: CSS=1.93, Synergy_ZIP=4.04, Synergy_Bliss=-1.50, Synergy_Loewe=-6.52, Synergy_HSA=-5.05. (10) Drug 1: C1C(C(OC1N2C=C(C(=O)NC2=O)F)CO)O. Drug 2: CC=C1C(=O)NC(C(=O)OC2CC(=O)NC(C(=O)NC(CSSCCC=C2)C(=O)N1)C(C)C)C(C)C. Cell line: SW-620. Synergy scores: CSS=39.0, Synergy_ZIP=-1.69, Synergy_Bliss=-2.90, Synergy_Loewe=-1.10, Synergy_HSA=-0.145.